From a dataset of Catalyst prediction with 721,799 reactions and 888 catalyst types from USPTO. Predict which catalyst facilitates the given reaction. (1) Reactant: [Cl:1][C:2]1[CH:10]=[CH:9][C:5]([CH:6]=[N:7][OH:8])=[C:4]([F:11])[C:3]=1[I:12].[Cl:13]N1C(=O)CCC1=O.O. Product: [Cl:1][C:2]1[CH:10]=[CH:9][C:5]([C:6](=[N:7][OH:8])[Cl:13])=[C:4]([F:11])[C:3]=1[I:12]. The catalyst class is: 3. (2) Reactant: [C:1]([NH:4][C:5]1[CH:25]=[C:24](Br)[CH:23]=[CH:22][C:6]=1[C:7]([N:9]1[CH2:14][CH2:13][N:12]([C:15]([O:17][C:18]([CH3:21])([CH3:20])[CH3:19])=[O:16])[CH2:11][CH2:10]1)=[O:8])(=[O:3])[CH3:2].CC1(C)C(C)(C)OB([C:35]2[CH:36]=[CH:37][C:38]3[N:39]([C:41]([C:44]4[CH:51]=[CH:50][C:47]([C:48]#[N:49])=[CH:46][CH:45]=4)=[CH:42][N:43]=3)[CH:40]=2)O1.[O-]P([O-])([O-])=O.[K+].[K+].[K+]. Product: [C:1]([NH:4][C:5]1[CH:25]=[C:24]([C:35]2[CH:36]=[CH:37][C:38]3[N:39]([C:41]([C:44]4[CH:51]=[CH:50][C:47]([C:48]#[N:49])=[CH:46][CH:45]=4)=[CH:42][N:43]=3)[CH:40]=2)[CH:23]=[CH:22][C:6]=1[C:7]([N:9]1[CH2:14][CH2:13][N:12]([C:15]([O:17][C:18]([CH3:21])([CH3:20])[CH3:19])=[O:16])[CH2:11][CH2:10]1)=[O:8])(=[O:3])[CH3:2]. The catalyst class is: 70.